This data is from Catalyst prediction with 721,799 reactions and 888 catalyst types from USPTO. The task is: Predict which catalyst facilitates the given reaction. (1) Reactant: Cl.Cl.[C:3]([C:7]1[CH:12]=[CH:11][CH:10]=[CH:9][C:8]=1[N:13]1[CH2:18][CH2:17][NH:16][CH2:15][CH2:14]1)([CH3:6])([CH3:5])[CH3:4].[CH2:19]([N:21]=[C:22]=[O:23])[CH3:20]. Product: [C:3]([C:7]1[CH:12]=[CH:11][CH:10]=[CH:9][C:8]=1[N:13]1[CH2:18][CH2:17][N:16]([C:22]([NH:21][CH2:19][CH3:20])=[O:23])[CH2:15][CH2:14]1)([CH3:6])([CH3:4])[CH3:5]. The catalyst class is: 17. (2) Reactant: [F:1][C:2]([F:25])([F:24])[S:3]([O:6][C:7]1[NH:11][N:10]=[C:9]([C:12]2[CH:21]=[CH:20][C:19]3[C:14](=[CH:15][CH:16]=[C:17]([O:22][CH3:23])[CH:18]=3)[CH:13]=2)[CH:8]=1)(=[O:5])=[O:4].O[CH:27]([C:29]1[CH:46]=[CH:45][C:32]([C:33]([NH:35][CH2:36][CH2:37][C:38]([O:40][C:41]([CH3:44])([CH3:43])[CH3:42])=[O:39])=[O:34])=[CH:31][CH:30]=1)[CH3:28].C1(P(C2C=CC=CC=2)C2C=CC=CC=2)C=CC=CC=1.N(C(OC(C)C)=O)=NC(OC(C)C)=O. Product: [CH3:23][O:22][C:17]1[CH:18]=[C:19]2[C:14](=[CH:15][CH:16]=1)[CH:13]=[C:12]([C:9]1[CH:8]=[C:7]([O:6][S:3]([C:2]([F:1])([F:24])[F:25])(=[O:5])=[O:4])[N:11]([CH:27]([C:29]3[CH:46]=[CH:45][C:32]([C:33]([NH:35][CH2:36][CH2:37][C:38]([O:40][C:41]([CH3:43])([CH3:42])[CH3:44])=[O:39])=[O:34])=[CH:31][CH:30]=3)[CH3:28])[N:10]=1)[CH:21]=[CH:20]2. The catalyst class is: 2.